From a dataset of Experimentally validated miRNA-target interactions with 360,000+ pairs, plus equal number of negative samples. Binary Classification. Given a miRNA mature sequence and a target amino acid sequence, predict their likelihood of interaction. The miRNA is hsa-miR-6731-3p with sequence UCUAUUCCCCACUCUCCCCAG. The protein sequence of the target gene is MAFMVKSMVGGQLKNLTGSLGGGEDKGDGDKSAAEAQGMSREEYEEYQKQLVEEKMERDAQFTQRKAERATLRSHFRDKYRLPKNETDESQIQLAGGDVELPRELAKMIEEDTEEEEDKASVLGQLASLPGLDLSSLKDKAQTTLGDLKQSAEKCHIM. Result: 0 (no interaction).